Dataset: Peptide-MHC class I binding affinity with 185,985 pairs from IEDB/IMGT. Task: Regression. Given a peptide amino acid sequence and an MHC pseudo amino acid sequence, predict their binding affinity value. This is MHC class I binding data. (1) The peptide sequence is SLASIGTSF. The MHC is HLA-A26:01 with pseudo-sequence HLA-A26:01. The binding affinity (normalized) is 0.0847. (2) The MHC is HLA-B53:01 with pseudo-sequence HLA-B53:01. The binding affinity (normalized) is 0.179. The peptide sequence is IIIPFIAYFV. (3) The peptide sequence is YSHGTGTGY. The MHC is HLA-B15:09 with pseudo-sequence HLA-B15:09. The binding affinity (normalized) is 0.0847. (4) The peptide sequence is NMKWKFNAL. The MHC is BoLA-HD6 with pseudo-sequence BoLA-HD6. The binding affinity (normalized) is 0.416. (5) The peptide sequence is TYLHGIFDR. The MHC is HLA-A31:01 with pseudo-sequence HLA-A31:01. The binding affinity (normalized) is 0.734. (6) The peptide sequence is SSNVANYQK. The MHC is HLA-B07:02 with pseudo-sequence HLA-B07:02. The binding affinity (normalized) is 0.0847. (7) The MHC is H-2-Db with pseudo-sequence H-2-Db. The peptide sequence is AWNENMETM. The binding affinity (normalized) is 0.233. (8) The binding affinity (normalized) is 0.702. The MHC is HLA-A02:03 with pseudo-sequence YFAMYGEKVAHTHVDTLYVRYHYYTWAEWAYTWY. The peptide sequence is GIMTIDLDPV. (9) The peptide sequence is ATFEVFLAK. The MHC is HLA-A26:03 with pseudo-sequence HLA-A26:03. The binding affinity (normalized) is 0.0847. (10) The peptide sequence is IFWRNTNPI. The MHC is HLA-A24:02 with pseudo-sequence HLA-A24:02. The binding affinity (normalized) is 0.0428.